Dataset: Catalyst prediction with 721,799 reactions and 888 catalyst types from USPTO. Task: Predict which catalyst facilitates the given reaction. (1) Reactant: C(N(CC)CC)C.C1C=CC(N([S:15]([C:18]([F:21])([F:20])[F:19])(=[O:17])=[O:16])[S:15]([C:18]([F:21])([F:20])[F:19])(=[O:17])=[O:16])=CC=1.[CH2:29]([C:31]([C:42]1[CH:47]=[CH:46][C:45]([C:48]#[C:49][C:50]2([OH:56])[CH2:55][CH2:54][S:53][CH2:52][CH2:51]2)=[C:44]([CH3:57])[CH:43]=1)([C:34]1[CH:39]=[CH:38][C:37]([OH:40])=[C:36]([CH3:41])[CH:35]=1)[CH2:32][CH3:33])[CH3:30].O. Product: [CH2:29]([C:31]([C:34]1[CH:39]=[CH:38][C:37]([O:40][S:15]([C:18]([F:21])([F:20])[F:19])(=[O:17])=[O:16])=[C:36]([CH3:41])[CH:35]=1)([C:42]1[CH:47]=[CH:46][C:45]([C:48]#[C:49][C:50]2([OH:56])[CH2:51][CH2:52][S:53][CH2:54][CH2:55]2)=[C:44]([CH3:57])[CH:43]=1)[CH2:32][CH3:33])[CH3:30]. The catalyst class is: 4. (2) Reactant: N1C=CC=CC=1.[F:7][C:8]1[C:15]([O:16][CH3:17])=[CH:14][CH:13]=[CH:12][C:9]=1[CH:10]=O.C1COCC1.Cl.[NH2:24][OH:25]. Product: [F:7][C:8]1[C:15]([O:16][CH3:17])=[CH:14][CH:13]=[CH:12][C:9]=1[CH:10]=[N:24][OH:25]. The catalyst class is: 6. (3) Reactant: Cl.[OH:2][C:3]1[N:8]=[CH:7][CH:6]=[CH:5][N:4]=1.C(=O)([O-])[O-].[Na+].[Na+].[C:15]1([CH2:21][N:22]([CH2:27][C:28]2[CH:33]=[CH:32][CH:31]=[CH:30][CH:29]=2)[CH2:23][CH:24]2[CH2:26][O:25]2)[CH:20]=[CH:19][CH:18]=[CH:17][CH:16]=1.O. Product: [C:28]1([CH2:27][N:22]([CH2:21][C:15]2[CH:20]=[CH:19][CH:18]=[CH:17][CH:16]=2)[CH2:23][CH:24]([OH:25])[CH2:26][N:4]2[CH:5]=[CH:6][CH:7]=[N:8][C:3]2=[O:2])[CH:29]=[CH:30][CH:31]=[CH:32][CH:33]=1. The catalyst class is: 442.